This data is from Full USPTO retrosynthesis dataset with 1.9M reactions from patents (1976-2016). The task is: Predict the reactants needed to synthesize the given product. The reactants are: [CH3:1][CH2:2][C:3]1[C:25]([CH3:26])=[C:24]2[NH:27][C:4]=1[CH:5]=[C:6]1[N:40]=[C:39]3[C:8]([C:9]([CH:11]([C:41]([O:43][CH3:44])=[O:42])[C:12]3=[C:13]3[N:17]=[C:16]([CH:18]=[C:19]4[NH:28][C:22](=[CH:23]2)[C:21]([CH:29]=[CH2:30])=[C:20]4[CH3:31])[CH:15]([CH3:32])[CH:14]3[CH2:33][CH2:34][C:35]([O:37][CH3:38])=[O:36])=[O:10])=[C:7]1[CH3:45].[NH2:46][CH2:47][CH2:48][CH2:49][OH:50]. Given the product [OH:50][CH2:49][CH2:48][CH2:47][NH:46][C:9]([C:8]1[C:7]([CH3:45])=[C:6]2[CH:5]=[C:4]3[N:27]=[C:24]([C:25]([CH3:26])=[C:3]3[CH2:2][CH3:1])[CH:23]=[C:22]3[NH:28][C:19]([C:20]([CH3:31])=[C:21]3[CH:29]=[CH2:30])=[CH:18][C:16]3=[N:17][C:13]([CH:14]([CH2:33][CH2:34][C:35]([O:37][CH3:38])=[O:36])[CH:15]3[CH3:32])=[C:12]([CH2:11][C:41]([O:43][CH3:44])=[O:42])[C:39]=1[NH:40]2)=[O:10], predict the reactants needed to synthesize it.